Dataset: Full USPTO retrosynthesis dataset with 1.9M reactions from patents (1976-2016). Task: Predict the reactants needed to synthesize the given product. (1) Given the product [C:31]([O:12][C:11](=[O:13])[C:10]1[CH:14]=[CH:15][CH:16]=[C:17]([B:18]2[O:26][CH:25]3[C:20]([CH3:30])([CH:21]4[CH2:27][CH:23]([CH2:24]3)[C:22]4([CH3:29])[CH3:28])[O:19]2)[C:9]=1[O:8][CH3:7])([CH3:34])([CH3:33])[CH3:32], predict the reactants needed to synthesize it. The reactants are: P(Cl)(Cl)(Cl)(Cl)Cl.[CH3:7][O:8][C:9]1[C:17]([B:18]2[O:26][CH:25]3[C:20]([CH3:30])([CH:21]4[CH2:27][CH:23]([CH2:24]3)[C:22]4([CH3:29])[CH3:28])[O:19]2)=[CH:16][CH:15]=[CH:14][C:10]=1[C:11]([OH:13])=[O:12].[C:31](O)([CH3:34])([CH3:33])[CH3:32]. (2) Given the product [CH2:40]([NH:42][C:20]([C@@H:17]1[CH2:16][CH2:15][C@H:14]([N:13]2[C:12]3[CH:23]=[C:24]([CH2:27][N:28]4[CH2:33][CH2:32][CH2:31][CH2:30][CH2:29]4)[CH:25]=[CH:26][C:11]=3[NH:10]/[C:9]/2=[N:8]\[C:6](=[O:7])[C:5]2[CH:4]=[CH:3][C:2]([F:1])=[CH:35][CH:34]=2)[CH2:19][CH2:18]1)=[O:22])[CH3:41], predict the reactants needed to synthesize it. The reactants are: [F:1][C:2]1[CH:35]=[CH:34][C:5]([C:6](/[N:8]=[C:9]2\[NH:10][C:11]3[CH:26]=[CH:25][C:24]([CH2:27][N:28]4[CH2:33][CH2:32][CH2:31][CH2:30][CH2:29]4)=[CH:23][C:12]=3[N:13]\2[C@@H:14]2[CH2:19][CH2:18][C@H:17]([C:20]([OH:22])=O)[CH2:16][CH2:15]2)=[O:7])=[CH:4][CH:3]=1.S(Cl)(Cl)=O.[CH2:40]([NH2:42])[CH3:41]. (3) The reactants are: [Br:1][C:2]1[CH:8]=[C:7]([C:9]([CH3:12])([CH3:11])[CH3:10])[CH:6]=[C:5]([Br:13])[C:3]=1N.OS(O)(=O)=O.N([O-])=O.[Na+].CCOC(C)=O. Given the product [Br:1][C:2]1[CH:8]=[C:7]([C:9]([CH3:11])([CH3:10])[CH3:12])[CH:6]=[C:5]([Br:13])[CH:3]=1, predict the reactants needed to synthesize it. (4) Given the product [N:23]1[N:24]2[CH:25]=[C:11]3[CH2:12][CH2:13][N:8]([C:6]([O:5][C:1]([CH3:2])([CH3:3])[CH3:4])=[O:7])[CH2:9][C:10]3=[N:19][C:20]2=[CH:21][CH:22]=1, predict the reactants needed to synthesize it. The reactants are: [C:1]([O:5][C:6]([N:8]1[CH2:13][CH2:12][C:11](=O)[C:10](=CN(C)C)[CH2:9]1)=[O:7])([CH3:4])([CH3:3])[CH3:2].[NH2:19][C:20]1[NH:24][N:23]=[CH:22][CH:21]=1.[CH3:25]N(C=O)C. (5) Given the product [CH3:42][N:43]([O:44][CH3:45])[C:31](=[O:33])[C@H:20]([C@@H:21]([CH3:30])[O:22][Si:23]([C:26]([CH3:28])([CH3:27])[CH3:29])([CH3:25])[CH3:24])[NH:19][C:17]([O:16][CH2:9][C:10]1[CH:11]=[CH:12][CH:13]=[CH:14][CH:15]=1)=[O:18], predict the reactants needed to synthesize it. The reactants are: ClC(OCC(C)C)=O.[CH2:9]([O:16][C:17]([NH:19][C@H:20]([C:31]([OH:33])=O)[C@@H:21]([CH3:30])[O:22][Si:23]([C:26]([CH3:29])([CH3:28])[CH3:27])([CH3:25])[CH3:24])=[O:18])[C:10]1[CH:15]=[CH:14][CH:13]=[CH:12][CH:11]=1.CN1CCOCC1.Cl.[CH3:42][NH:43][O:44][CH3:45]. (6) Given the product [O:1]=[C:2]1[N:6]([C:11]([O:13][C:14]([CH3:17])([CH3:16])[CH3:15])=[O:12])[C@H:5]([C:7]([O:9][CH3:10])=[O:8])[CH2:4][CH2:3]1, predict the reactants needed to synthesize it. The reactants are: [O:1]=[C:2]1[NH:6][C@H:5]([C:7]([O:9][CH3:10])=[O:8])[CH2:4][CH2:3]1.[C:11](O[C:11]([O:13][C:14]([CH3:17])([CH3:16])[CH3:15])=[O:12])([O:13][C:14]([CH3:17])([CH3:16])[CH3:15])=[O:12].